This data is from Reaction yield outcomes from USPTO patents with 853,638 reactions. The task is: Predict the reaction yield, written as a fraction of the theoretical maximum amount of product (1.0 means a 100% yield; for example, 0.34 means a 34% yield). The reactants are O[CH2:2][CH2:3][C:4]1[CH:9]=[CH:8][CH:7]=[CH:6][N:5]=1.[BrH:10]. The catalyst is C(O)(=O)C. The product is [Br-:10].[Br:10][CH2:2][CH2:3][C:4]1[CH:9]=[CH:8][CH:7]=[CH:6][NH+:5]=1. The yield is 0.730.